From a dataset of Forward reaction prediction with 1.9M reactions from USPTO patents (1976-2016). Predict the product of the given reaction. (1) Given the reactants C([O-])=O.[NH4+].C([N:12]1[CH2:17][CH2:16][C:15]2([C:25]3[C:20](=[CH:21][CH:22]=[CH:23][C:24]=3[C@H:26]3[CH2:30][CH2:29][CH2:28][N:27]3[C:31]([O:33][C:34]([CH3:37])([CH3:36])[CH3:35])=[O:32])[N:19]([C:38]3[C:39]4[C@H:46]([CH3:47])[CH2:45][CH2:44][C:40]=4[N:41]=[CH:42][N:43]=3)[CH2:18]2)[CH2:14][CH2:13]1)C1C=CC=CC=1, predict the reaction product. The product is: [CH3:47][C@H:46]1[C:39]2[C:38]([N:19]3[C:20]4[C:25](=[C:24]([C@H:26]5[CH2:30][CH2:29][CH2:28][N:27]5[C:31]([O:33][C:34]([CH3:35])([CH3:37])[CH3:36])=[O:32])[CH:23]=[CH:22][CH:21]=4)[C:15]4([CH2:16][CH2:17][NH:12][CH2:13][CH2:14]4)[CH2:18]3)=[N:43][CH:42]=[N:41][C:40]=2[CH2:44][CH2:45]1. (2) Given the reactants [CH3:1][O:2][C:3]1[C:4](=[O:35])[C:5]([C:24]2[N:28]([C:29]3[CH:34]=[CH:33][CH:32]=[CH:31][CH:30]=3)[N:27]=[CH:26][CH:25]=2)=[N:6][N:7]([C:9]2[CH:10]=[N:11][C:12]([N:15]3[CH2:19][C:18](F)([F:20])[C:17](F)([F:22])[CH2:16]3)=[CH:13][CH:14]=2)[CH:8]=1.C(=O)([O-])[O-].[Cs+].[Cs+].CN(C=O)C.O, predict the reaction product. The product is: [F:20][C:18]1[C:17]([F:22])=[CH:16][N:15]([C:12]2[N:11]=[CH:10][C:9]([N:7]3[CH:8]=[C:3]([O:2][CH3:1])[C:4](=[O:35])[C:5]([C:24]4[N:28]([C:29]5[CH:30]=[CH:31][CH:32]=[CH:33][CH:34]=5)[N:27]=[CH:26][CH:25]=4)=[N:6]3)=[CH:14][CH:13]=2)[CH:19]=1. (3) Given the reactants B(C1CCCCC1)C1CCCCC1.[CH3:14][C:15]([CH3:19])([CH3:18])[C:16]#[CH:17].[Zn](CC)CC.[CH:25](=[O:28])[CH2:26][CH3:27].CC([O:32]C([C@H](O)[C@@H](O)C(OC(C)C)=O)=O)C, predict the reaction product. The product is: [C:15]([CH:16]1[O:32][CH:17]1[CH:25]([OH:28])[CH2:26][CH3:27])([CH3:19])([CH3:18])[CH3:14]. (4) Given the reactants [Cl:1][C:2]1[C:3]([C:9]2[C:10]([C:18]3[CH:23]=[CH:22][C:21]([Cl:24])=[C:20]([O:25][CH2:26][CH2:27][CH2:28][N:29]([CH3:31])[CH3:30])[CH:19]=3)=[N:11][C:12]([C:15](O)=[O:16])=[CH:13][CH:14]=2)=[N:4][CH:5]=[C:6]([Cl:8])[CH:7]=1.CCN(C(C)C)C(C)C.CN(C(ON1N=NC2C=CC=CC1=2)=[N+](C)C)C.[B-](F)(F)(F)F.[NH2:63][C:64]1([C:70]([OH:72])=[O:71])[CH2:69][CH2:68][CH2:67][CH2:66][CH2:65]1.Cl, predict the reaction product. The product is: [ClH:1].[Cl:1][C:2]1[C:3]([C:9]2[C:10]([C:18]3[CH:23]=[CH:22][C:21]([Cl:24])=[C:20]([O:25][CH2:26][CH2:27][CH2:28][N:29]([CH3:30])[CH3:31])[CH:19]=3)=[N:11][C:12]([C:15]([NH:63][C:64]3([C:70]([OH:72])=[O:71])[CH2:69][CH2:68][CH2:67][CH2:66][CH2:65]3)=[O:16])=[CH:13][CH:14]=2)=[N:4][CH:5]=[C:6]([Cl:8])[CH:7]=1.